From a dataset of Catalyst prediction with 721,799 reactions and 888 catalyst types from USPTO. Predict which catalyst facilitates the given reaction. Reactant: [CH3:1][C:2]1[CH:3]=[CH:4][C:5]2[NH:6][N:7]=[C:8]3[C:13]=2[C:12]=1[C:11](=[O:14])[C:10]1[CH:15]=[CH:16][CH:17]=[CH:18][C:9]3=1.[N-:19]=[N+]=[N-].[Na+]. Product: [CH3:1][C:2]1[CH:3]=[CH:4][C:5]2[NH:6][N:7]=[C:8]3[C:9]4[CH:18]=[CH:17][CH:16]=[CH:15][C:10]=4[C:11](=[O:14])[NH:19][C:12]=1[C:13]=23. The catalyst class is: 65.